Dataset: Forward reaction prediction with 1.9M reactions from USPTO patents (1976-2016). Task: Predict the product of the given reaction. (1) Given the reactants [CH2:1]1[C@H:6](N)[C@@H:5]([O:8][C@H:9]2O[C@H](CN)[C@@H](O)[C@H](O)[C@H]2O)[C@H:4]([OH:20])[C@@H:3]([O:21][C@H:22]2[O:27][C@H:26]([CH2:28][OH:29])[C@@H:25]([OH:30])[C@H:24](N)[C@H:23]2[OH:32])[C@@H:2]1N.CC1[C:40]2[O:41][C@]3(C)OC=C[C@H](OC)[C@@H](C)[C@@H](OC(C)=O)[C@H](C)[C@H](O)[C@H](C)[C@@H](O)[C@@H](C)C=CC=C(C)C(NC4C(/C=N/N5CCN(C)CC5)=C(O)C([C:39]=2C3=O)=C(C=4O)C=1O)=O, predict the reaction product. The product is: [O:29]=[CH:28][C@@H:26]([C@H:25]([C@@H:24]([C@@H:23]([CH2:22][OH:21])[OH:32])[OH:41])[OH:30])[OH:27].[CH3:39][C:40]([C:1]1[CH:2]=[C:3]([O:21][CH3:22])[C:4]([OH:20])=[C:5]([O:8][CH3:9])[CH:6]=1)=[O:41]. (2) Given the reactants [S:1]1[CH:5]=[CH:4][CH:3]=[C:2]1[C:6]([OH:8])=[O:7].[Li]CCCC.[C:14](=[O:16])=[O:15].Cl, predict the reaction product. The product is: [S:1]1[CH:5]=[CH:4][C:3]([C:14]([OH:16])=[O:15])=[C:2]1[C:6]([OH:8])=[O:7]. (3) Given the reactants [CH3:1][CH:2]([CH3:32])[CH2:3][C:4]1[CH:9]=[CH:8][C:7]([C:10]2[O:14][N:13]=[C:12]([C:15]3[CH:16]=[C:17]4[C:21](=[CH:22][CH:23]=3)[CH:20]([N:24]3[CH2:27][CH:26]([C:28]([O:30]C)=[O:29])[CH2:25]3)[CH2:19][CH2:18]4)[N:11]=2)=[CH:6][CH:5]=1.[OH-].[Na+].[F:35][C:36]([F:41])([F:40])[C:37]([OH:39])=[O:38], predict the reaction product. The product is: [OH:39][C:37]([C:36]([F:41])([F:40])[F:35])=[O:38].[CH3:1][CH:2]([CH3:32])[CH2:3][C:4]1[CH:9]=[CH:8][C:7]([C:10]2[O:14][N:13]=[C:12]([C:15]3[CH:16]=[C:17]4[C:21](=[CH:22][CH:23]=3)[CH:20]([N:24]3[CH2:27][CH:26]([C:28]([OH:30])=[O:29])[CH2:25]3)[CH2:19][CH2:18]4)[N:11]=2)=[CH:6][CH:5]=1. (4) Given the reactants CCOCC.Br[C:7]1[CH:12]=[CH:11][CH:10]=[CH:9][CH:8]=1.[Li]CCCC.[CH3:18][C:19]1[CH:24]=[CH:23][N:22]=[CH:21][CH:20]=1, predict the reaction product. The product is: [CH3:18][C:19]1[CH:24]=[CH:23][N:22]=[C:21]([C:7]2[CH:12]=[CH:11][CH:10]=[CH:9][CH:8]=2)[CH:20]=1. (5) Given the reactants [C:1]([C:5]1[CH:9]=[C:8]([NH:10][C:11](=[O:19])OC2C=CC=CC=2)[N:7]([CH3:20])[N:6]=1)([CH3:4])([CH3:3])[CH3:2].[NH2:21][C:22]1[C:31]2[C:26](=[CH:27][CH:28]=[CH:29][CH:30]=2)[C:25]([O:32][C:33]2[CH:38]=[CH:37][N:36]=[C:35]([NH:39][C:40]3[CH:41]=[C:42]([CH:56]=[C:57]([C:59]#[CH:60])[CH:58]=3)[C:43]([NH:45][CH2:46][CH2:47][O:48][CH2:49][CH2:50][O:51][CH2:52][CH2:53][O:54][CH3:55])=[O:44])[CH:34]=2)=[CH:24][CH:23]=1.CCN(CC)CC, predict the reaction product. The product is: [C:1]([C:5]1[CH:9]=[C:8]([NH:10][C:11](=[O:19])[NH:21][C:22]2[C:31]3[C:26](=[CH:27][CH:28]=[CH:29][CH:30]=3)[C:25]([O:32][C:33]3[CH:38]=[CH:37][N:36]=[C:35]([NH:39][C:40]4[CH:41]=[C:42]([CH:56]=[C:57]([C:59]#[CH:60])[CH:58]=4)[C:43]([NH:45][CH2:46][CH2:47][O:48][CH2:49][CH2:50][O:51][CH2:52][CH2:53][O:54][CH3:55])=[O:44])[CH:34]=3)=[CH:24][CH:23]=2)[N:7]([CH3:20])[N:6]=1)([CH3:2])([CH3:3])[CH3:4]. (6) Given the reactants [Br:1][C:2]1[CH:3]=[C:4]([CH:8]([CH3:12])[C:9](=[O:11])[CH3:10])[CH:5]=[CH:6][CH:7]=1.[Cl:13][C:14]1[CH:21]=[CH:20][C:17]([CH2:18]Cl)=[CH:16][CH:15]=1.O.[OH-].[Cs+].C(OCC)(=O)C, predict the reaction product. The product is: [Br:1][C:2]1[CH:3]=[C:4]([C:8]([CH3:12])([CH2:18][C:17]2[CH:20]=[CH:21][C:14]([Cl:13])=[CH:15][CH:16]=2)[C:9](=[O:11])[CH3:10])[CH:5]=[CH:6][CH:7]=1. (7) The product is: [C:13]([O:17][C:18](=[O:29])[NH:19][CH2:20][CH2:21][C:22]1[CH:27]=[CH:26][CH:25]=[C:24]([N:28]=[C:2]=[O:4])[CH:23]=1)([CH3:16])([CH3:14])[CH3:15]. Given the reactants Cl[C:2](Cl)([O:4]C(=O)OC(Cl)(Cl)Cl)Cl.[C:13]([O:17][C:18](=[O:29])[NH:19][CH2:20][CH2:21][C:22]1[CH:27]=[CH:26][CH:25]=[C:24]([NH2:28])[CH:23]=1)([CH3:16])([CH3:15])[CH3:14], predict the reaction product. (8) Given the reactants O=[C:2]1[CH2:7][CH2:6][CH2:5][N:4]([C:8]([O:10][C:11]([CH3:14])([CH3:13])[CH3:12])=[O:9])[CH2:3]1.[Cl-].[NH4+:16].[C-:17]#[N:18].[K+], predict the reaction product. The product is: [NH2:16][C:2]1([C:17]#[N:18])[CH2:7][CH2:6][CH2:5][N:4]([C:8]([O:10][C:11]([CH3:14])([CH3:13])[CH3:12])=[O:9])[CH2:3]1.